This data is from Reaction yield outcomes from USPTO patents with 853,638 reactions. The task is: Predict the reaction yield, written as a fraction of the theoretical maximum amount of product (1.0 means a 100% yield; for example, 0.34 means a 34% yield). (1) The reactants are [Br:1][C:2]1[CH:10]=[C:9]2[C:5]([C:6]3[C:14]([C:15]4[C:16]([CH3:34])=[C:17]([NH:21][CH2:22][C:23]5[CH:31]=CC(OC)=[CH:28][C:24]=5[C:25]([OH:27])=O)[CH:18]=[CH:19][CH:20]=4)=[CH:13][N:12]=[C:11]([C:35](=[O:37])[NH2:36])[C:7]=3[NH:8]2)=[CH:4][CH:3]=1.F[P-](F)(F)(F)(F)F.N1(O[P+](N(C)C)(N(C)C)N(C)C)C2C=CC=CC=2N=N1.CN1CCOCC1.[C:72]([O:75][CH2:76][CH3:77])(=O)C.CCCCCC. The catalyst is CN(C=O)C.C(OCC)(=O)C. The product is [Br:1][C:2]1[CH:10]=[C:9]2[C:5]([C:6]3[C:14]([C:15]4[CH:20]=[CH:19][CH:18]=[C:17]([N:21]5[CH2:22][C:23]6[C:24](=[CH:28][C:76]([O:75][CH3:72])=[CH:77][CH:31]=6)[C:25]5=[O:27])[C:16]=4[CH3:34])=[CH:13][N:12]=[C:11]([C:35]([NH2:36])=[O:37])[C:7]=3[NH:8]2)=[CH:4][CH:3]=1. The yield is 0.780. (2) The reactants are Cl.FC1C=C(C=CC=1)CN1C=C(C2C3C(=NC=C(C4C=CC(C5CCNCC5)=CC=4)C=3)N(S(C3C=CC(C)=CC=3)(=O)=O)C=2)C=N1.[CH3:46][N:47]1[CH2:52][CH2:51][N:50]([C:53]2[CH:58]=[CH:57][C:56]([C:59]3[CH:60]=[C:61]4[C:67]([C:68]5[CH:69]=[N:70][N:71]([CH2:73][CH2:74][C:75]6[CH:80]=[CH:79][CH:78]=[CH:77][CH:76]=6)[CH:72]=5)=[CH:66][N:65](S(C5C=CC(C)=CC=5)(=O)=O)[C:62]4=[N:63][CH:64]=3)=[CH:55][CH:54]=2)[CH2:49][CH2:48]1.[OH-].[Li+]. The catalyst is C1COCC1.CO.O. The product is [CH3:46][N:47]1[CH2:48][CH2:49][N:50]([C:53]2[CH:54]=[CH:55][C:56]([C:59]3[CH:60]=[C:61]4[C:67]([C:68]5[CH:69]=[N:70][N:71]([CH2:73][CH2:74][C:75]6[CH:80]=[CH:79][CH:78]=[CH:77][CH:76]=6)[CH:72]=5)=[CH:66][NH:65][C:62]4=[N:63][CH:64]=3)=[CH:57][CH:58]=2)[CH2:51][CH2:52]1. The yield is 0.450. (3) The reactants are [CH2:1]([N:8]1[CH2:12][CH2:11][C@@H:10]([OH:13])[CH2:9]1)[C:2]1[CH:7]=[CH:6][CH:5]=[CH:4][CH:3]=1.[C:14]1([CH3:24])[CH:19]=[CH:18][C:17]([S:20](Cl)(=[O:22])=[O:21])=[CH:16][CH:15]=1.[OH2:25]. The catalyst is N1C=CC=CC=1. The product is [CH2:1]([N:8]1[CH2:12][CH2:11][C@@H:10]([OH:13])[CH2:9]1)[C:2]1[CH:3]=[CH:4][CH:5]=[CH:6][CH:7]=1.[S:20]([C:17]1[CH:18]=[CH:19][C:14]([CH3:24])=[CH:15][CH:16]=1)([O-:22])(=[O:21])=[O:25]. The yield is 0.920. (4) The reactants are [CH:1]1[C:7]([NH2:8])=[N:6][C:4](=[O:5])[N:3]([C@@H:9]2[O:13][C@H:12]([CH2:14][OH:15])[C@@H:11]([OH:16])[C@@H:10]2[OH:17])[CH:2]=1.[ClH:18]. The catalyst is CO. The product is [CH:1]1[C:7]([NH2:8])=[N:6][C:4](=[O:5])[N:3]([C@@H:9]2[O:13][C@H:12]([CH2:14][OH:15])[C@@H:11]([OH:16])[C@@H:10]2[OH:17])[CH:2]=1.[ClH:18]. The yield is 0.960.